Task: Predict the reactants needed to synthesize the given product.. Dataset: Retrosynthesis with 50K atom-mapped reactions and 10 reaction types from USPTO (1) Given the product O=C(NCC(=O)N1CCN(C(=O)c2ccccc2C(F)(F)F)CC1)c1ccc2c(c1)Cc1ccccc1-2, predict the reactants needed to synthesize it. The reactants are: NCC(=O)N1CCN(C(=O)c2ccccc2C(F)(F)F)CC1.O=C(O)c1ccc2c(c1)Cc1ccccc1-2. (2) The reactants are: CCOC(=O)c1cc2cc(-c3ccc(C(C)(C)C)cc3)ccc2n1-c1ccc(OC(C)C)cc1. Given the product CC(C)Oc1ccc(-n2c(C(=O)O)cc3cc(-c4ccc(C(C)(C)C)cc4)ccc32)cc1, predict the reactants needed to synthesize it.